The task is: Predict the product of the given reaction.. This data is from Forward reaction prediction with 1.9M reactions from USPTO patents (1976-2016). The product is: [CH2:4]([N:11]1[CH2:15][CH2:14][CH:13]([N:16]=[C:1]=[S:3])[CH2:12]1)[C:5]1[CH:6]=[CH:7][CH:8]=[CH:9][CH:10]=1. Given the reactants [C:1](=[S:3])=S.[CH2:4]([N:11]1[CH2:15][CH2:14][CH:13]([NH2:16])[CH2:12]1)[C:5]1[CH:10]=[CH:9][CH:8]=[CH:7][CH:6]=1.CCN(CC)CC.OO.Cl, predict the reaction product.